From a dataset of Forward reaction prediction with 1.9M reactions from USPTO patents (1976-2016). Predict the product of the given reaction. (1) Given the reactants [Cl-].O[NH3+:3].[C:4](=[O:7])([O-])[OH:5].[Na+].CS(C)=O.[F:13][C:14]1[CH:15]=[C:16]([C:48]2[C:49]([C:54]#[N:55])=[CH:50][CH:51]=[CH:52][CH:53]=2)[CH:17]=[CH:18][C:19]=1[CH2:20][C:21]1[C:22](=[O:47])[N:23]([C@H:34]2[CH2:39][CH2:38][C@H:37]([O:40][CH:41]([CH3:46])[C:42]([OH:45])([CH3:44])[CH3:43])[CH2:36][CH2:35]2)[C:24]2[N:25]([N:30]=[C:31]([CH3:33])[N:32]=2)[C:26]=1[CH2:27][CH2:28][CH3:29], predict the reaction product. The product is: [F:13][C:14]1[CH:15]=[C:16]([C:48]2[CH:53]=[CH:52][CH:51]=[CH:50][C:49]=2[C:54]2[NH:3][C:4](=[O:7])[O:5][N:55]=2)[CH:17]=[CH:18][C:19]=1[CH2:20][C:21]1[C:22](=[O:47])[N:23]([C@H:34]2[CH2:39][CH2:38][C@H:37]([O:40][CH:41]([CH3:46])[C:42]([OH:45])([CH3:43])[CH3:44])[CH2:36][CH2:35]2)[C:24]2[N:25]([N:30]=[C:31]([CH3:33])[N:32]=2)[C:26]=1[CH2:27][CH2:28][CH3:29]. (2) Given the reactants Br[C:2]1[C:6]2[CH:7]([O:13][CH3:14])[NH:8][CH:9]=[C:10]([C:11]#[N:12])[C:5]=2[N:4]([CH:15]2[CH2:19][CH2:18][CH2:17][CH2:16]2)[CH:3]=1.CC1(C)C(C)(C)OB([C:28]2[CH:29]=[C:30]([C:33]([NH2:35])=[O:34])[S:31][CH:32]=2)O1.C(=O)([O-])[O-].[Na+].[Na+].COCCOC, predict the reaction product. The product is: [C:11]([C:10]1[C:5]2[N:4]([CH:15]3[CH2:19][CH2:18][CH2:17][CH2:16]3)[CH:3]=[C:2]([C:28]3[CH:29]=[C:30]([C:33]([NH2:35])=[O:34])[S:31][CH:32]=3)[C:6]=2[C:7]([O:13][CH3:14])=[N:8][CH:9]=1)#[N:12]. (3) Given the reactants [NH2:1][C@H:2]([C:13]([NH2:15])=[O:14])[CH2:3][C:4]1[C:12]2[C:7](=[CH:8][CH:9]=[CH:10][CH:11]=2)[NH:6][CH:5]=1.[CH3:16][C:17]([O:20][C:21]([NH:23][C@H:24]([C:34](O)=[O:35])[CH2:25][S:26][CH2:27][C:28]1[CH:33]=[CH:32][CH:31]=[CH:30][CH:29]=1)=[O:22])([CH3:19])[CH3:18].O.ON1C2C=CC=CC=2N=N1.C1(N=C=NC2CCCCC2)CCCCC1, predict the reaction product. The product is: [NH:23]([C:21]([O:20][C:17]([CH3:19])([CH3:18])[CH3:16])=[O:22])[C@H:24]([C:34]([NH:1][C@H:2]([C:13]([NH2:15])=[O:14])[CH2:3][C:4]1[C:12]2[C:7](=[CH:8][CH:9]=[CH:10][CH:11]=2)[NH:6][CH:5]=1)=[O:35])[CH2:25][S:26][CH2:27][C:28]1[CH:33]=[CH:32][CH:31]=[CH:30][CH:29]=1. (4) Given the reactants [C:1]([CH2:3][C:4]1([N:21]2[CH:25]=[C:24]([C:26]3[C:27]4[CH:34]=[CH:33][N:32]([CH2:35][O:36][CH2:37][CH2:38][Si:39]([CH3:42])([CH3:41])[CH3:40])[C:28]=4[N:29]=[CH:30][N:31]=3)[CH:23]=[N:22]2)[CH2:7][N:6]([CH:8]2[CH2:13][CH2:12][N:11](C(OC(C)(C)C)=O)[CH2:10][CH2:9]2)[CH2:5]1)#[N:2].[ClH:43], predict the reaction product. The product is: [ClH:43].[ClH:43].[ClH:43].[NH:11]1[CH2:12][CH2:13][CH:8]([N:6]2[CH2:5][C:4]([CH2:3][C:1]#[N:2])([N:21]3[CH:25]=[C:24]([C:26]4[C:27]5[CH:34]=[CH:33][N:32]([CH2:35][O:36][CH2:37][CH2:38][Si:39]([CH3:40])([CH3:42])[CH3:41])[C:28]=5[N:29]=[CH:30][N:31]=4)[CH:23]=[N:22]3)[CH2:7]2)[CH2:9][CH2:10]1. (5) Given the reactants C([O:5][C:6]([NH:8][CH:9]1[CH2:13][CH2:12][N:11]([C:14]([O:16][CH:17]2[CH:24]3[CH2:25][C:20]4([C:27](=[O:29])N)[CH2:21][CH:22]([CH2:26][CH:18]2[CH2:19]4)[CH2:23]3)=[O:15])[CH2:10]1)=[O:7])(C)(C)C.[OH-:30].[Na+], predict the reaction product. The product is: [CH2:17]([O:5][C:6]([NH:8][CH:9]1[CH2:13][CH2:12][N:11]([C:14]([O:16][CH:17]2[CH:24]3[CH2:25][C:20]4([C:27]([OH:30])=[O:29])[CH2:21][CH:22]([CH2:26][C@@H:18]2[CH2:19]4)[CH2:23]3)=[O:15])[CH2:10]1)=[O:7])[CH:18]([CH3:26])[CH3:19]. (6) Given the reactants [N:1]([CH:4]([C:6]1[C:15]([C:16]2[CH:21]=[C:20]([F:22])[CH:19]=[C:18]([F:23])[CH:17]=2)=[C:14]2[C:9]([CH:10]=[CH:11][CH:12]=[N:13]2)=[CH:8][CH:7]=1)[CH3:5])=[N+]=[N-].CP(C)C.C(OCC)(=O)C, predict the reaction product. The product is: [F:22][C:20]1[CH:21]=[C:16]([C:15]2[C:6]([CH:4]([NH2:1])[CH3:5])=[CH:7][CH:8]=[C:9]3[C:14]=2[N:13]=[CH:12][CH:11]=[CH:10]3)[CH:17]=[C:18]([F:23])[CH:19]=1. (7) Given the reactants [NH:1]([C:6]([O:8][C:9]([CH3:12])([CH3:11])[CH3:10])=[O:7])[CH2:2][C:3]([OH:5])=[O:4].C1N=CN(C(N2C=NC=C2)=O)C=1.[CH3:25][C:26]([C@H:28]1[C@@H:32]2[C@@H:33]3[C@@:46]([CH3:49])([CH2:47][CH2:48][C@@:31]2([C:55]([OH:57])=[O:56])[CH2:30][CH2:29]1)[C@@:45]1([CH3:50])[C@@H:36]([C@:37]2([CH3:54])[C@@H:42]([CH2:43][CH2:44]1)[C:41]([CH3:52])([CH3:51])[C@@H:40]([OH:53])[CH2:39][CH2:38]2)[CH2:35][CH2:34]3)=[CH2:27], predict the reaction product. The product is: [NH:1]([C:6]([O:8][C:9]([CH3:12])([CH3:11])[CH3:10])=[O:7])[CH2:2][C:3]([OH:5])=[O:4].[CH3:27][C:26]([C@H:28]1[C@@H:32]2[C@@H:33]3[C@@:46]([CH3:49])([CH2:47][CH2:48][C@@:31]2([C:55]([OH:57])=[O:56])[CH2:30][CH2:29]1)[C@@:45]1([CH3:50])[C@@H:36]([C@:37]2([CH3:54])[C@@H:42]([CH2:43][CH2:44]1)[C:41]([CH3:51])([CH3:52])[C@@H:40]([OH:53])[CH2:39][CH2:38]2)[CH2:35][CH2:34]3)=[CH2:25]. (8) Given the reactants [O-]S(C(F)(F)F)(=O)=O.[C:9]1([S+:15]([C:26]2[CH:31]=[CH:30][CH:29]=[CH:28][CH:27]=2)[C:16]2[CH:21]=[CH:20][CH:19]=[C:18]([C:22]([F:25])([F:24])[F:23])[CH:17]=2)[CH:14]=[CH:13][CH:12]=[CH:11][CH:10]=1.[F:32][C:33]1[C:38]([B-:39]([C:62]2[C:67]([F:68])=[C:66]([F:69])[C:65]([F:70])=[C:64]([F:71])[C:63]=2[F:72])([C:51]2[C:56]([F:57])=[C:55]([F:58])[C:54]([F:59])=[C:53]([F:60])[C:52]=2[F:61])[C:40]2[C:45]([F:46])=[C:44]([F:47])[C:43]([F:48])=[C:42]([F:49])[C:41]=2[F:50])=[C:37]([F:73])[C:36]([F:74])=[C:35]([F:75])[C:34]=1[F:76].[Li+].CO.FC1C([B-](C2C(F)=C(F)C(F)=C(F)C=2F)(C2C(F)=C(F)C(F)=C(F)C=2F)C2C(F)=C(F)C(F)=C(F)C=2F)=C(F)C(F)=C(F)C=1F.[Li+].[O-]S(C(F)(F)F)(=O)=O, predict the reaction product. The product is: [F:68][C:67]1[C:62]([B-:39]([C:40]2[C:45]([F:46])=[C:44]([F:47])[C:43]([F:48])=[C:42]([F:49])[C:41]=2[F:50])([C:38]2[C:37]([F:73])=[C:36]([F:74])[C:35]([F:75])=[C:34]([F:76])[C:33]=2[F:32])[C:51]2[C:52]([F:61])=[C:53]([F:60])[C:54]([F:59])=[C:55]([F:58])[C:56]=2[F:57])=[C:63]([F:72])[C:64]([F:71])=[C:65]([F:70])[C:66]=1[F:69].[C:9]1([S+:15]([C:26]2[CH:31]=[CH:30][CH:29]=[CH:28][CH:27]=2)[C:16]2[CH:21]=[CH:20][CH:19]=[C:18]([C:22]([F:25])([F:23])[F:24])[CH:17]=2)[CH:10]=[CH:11][CH:12]=[CH:13][CH:14]=1. (9) The product is: [CH2:15]([C:5]1[C:4]([O:17][CH:5]([CH2:15][CH3:16])[CH2:6][CH3:7])=[N:9][N:8]2[C:10]([NH2:13])=[N:11][N:12]=[C:7]2[C:6]=1[CH3:14])[CH3:16]. Given the reactants [H-].[Na+].Cl[C:4]1[C:5]([CH2:15][CH3:16])=[C:6]([CH3:14])[C:7]2[N:8]([C:10]([NH2:13])=[N:11][N:12]=2)[N:9]=1.[OH2:17].ClCCl, predict the reaction product. (10) The product is: [NH2:25][C:23]1[N:24]=[C:19]([C:15]2[CH:14]=[C:13]([NH:12][C:7](=[O:9])[C:6]3[CH:10]=[C:2]([Cl:1])[CH:3]=[CH:4][C:5]=3[OH:11])[CH:18]=[CH:17][CH:16]=2)[CH:20]=[C:21]([NH:26][CH3:27])[N:22]=1. Given the reactants [Cl:1][C:2]1[CH:3]=[CH:4][C:5]([OH:11])=[C:6]([CH:10]=1)[C:7]([OH:9])=O.[NH2:12][C:13]1[CH:14]=[C:15]([C:19]2[N:24]=[C:23]([NH2:25])[N:22]=[C:21]([NH:26][CH3:27])[CH:20]=2)[CH:16]=[CH:17][CH:18]=1.OC1C2N=NNC=2C=CC=1.C1(N=C=NC2CCCCC2)CCCCC1, predict the reaction product.